Dataset: Forward reaction prediction with 1.9M reactions from USPTO patents (1976-2016). Task: Predict the product of the given reaction. (1) Given the reactants [CH:1]([N:14]1[C:18]2[CH:19]=[C:20]([C:23]3[CH:28]=[C:27]([CH3:29])[CH:26]=[CH:25][C:24]=3[O:30]CC3C=CC=CC=3)[CH:21]=[CH:22][C:17]=2[O:16][C:15]1=[O:38])([C:8]1[CH:13]=[CH:12][CH:11]=[CH:10][CH:9]=1)[C:2]1[CH:7]=[CH:6][CH:5]=[CH:4][CH:3]=1, predict the reaction product. The product is: [CH:1]([N:14]1[C:18]2[CH:19]=[C:20]([C:23]3[CH:28]=[C:27]([CH3:29])[CH:26]=[CH:25][C:24]=3[OH:30])[CH:21]=[CH:22][C:17]=2[O:16][C:15]1=[O:38])([C:8]1[CH:13]=[CH:12][CH:11]=[CH:10][CH:9]=1)[C:2]1[CH:3]=[CH:4][CH:5]=[CH:6][CH:7]=1. (2) Given the reactants [N:1]1[CH:6]=[CH:5][CH:4]=[CH:3][C:2]=1[C:7]#[C:8][C:9]1[CH:10]=[C:11]([O:26][C:27]([F:30])([F:29])[F:28])[CH:12]=[C:13]2[C:18]=1[O:17][CH:16]([C:19]([F:22])([F:21])[F:20])[C:15]([C:23]([OH:25])=[O:24])=[CH:14]2, predict the reaction product. The product is: [N:1]1[CH:6]=[CH:5][CH:4]=[CH:3][C:2]=1[CH2:7][CH2:8][C:9]1[CH:10]=[C:11]([O:26][C:27]([F:30])([F:28])[F:29])[CH:12]=[C:13]2[C:18]=1[O:17][CH:16]([C:19]([F:22])([F:21])[F:20])[C:15]([C:23]([OH:25])=[O:24])=[CH:14]2. (3) Given the reactants [C:1]1(=O)[CH2:5][CH2:4][CH2:3][CH2:2]1.[NH2:7][C:8]1[CH:9]=[CH:10][C:11]([F:22])=[C:12]([C@:14]2([CH3:21])[CH2:19][CH2:18][O:17][C:16]([NH2:20])=[N:15]2)[CH:13]=1.C(O)(=O)C.C(O[BH-](OC(=O)C)OC(=O)C)(=O)C.[Na+], predict the reaction product. The product is: [CH:1]1([NH:7][C:8]2[CH:9]=[CH:10][C:11]([F:22])=[C:12]([C@:14]3([CH3:21])[CH2:19][CH2:18][O:17][C:16]([NH2:20])=[N:15]3)[CH:13]=2)[CH2:5][CH2:4][CH2:3][CH2:2]1. (4) Given the reactants [CH2:1]([O:8][C:9]([NH:11][C@H:12]1[CH2:17][CH2:16][N:15](C(OC(C)(C)C)=O)[CH2:14][C@H:13]1[F:25])=[O:10])[C:2]1[CH:7]=[CH:6][CH:5]=[CH:4][CH:3]=1.C(O)(C(F)(F)F)=O, predict the reaction product. The product is: [F:25][C@H:13]1[C@@H:12]([NH:11][C:9](=[O:10])[O:8][CH2:1][C:2]2[CH:7]=[CH:6][CH:5]=[CH:4][CH:3]=2)[CH2:17][CH2:16][NH:15][CH2:14]1.